This data is from Full USPTO retrosynthesis dataset with 1.9M reactions from patents (1976-2016). The task is: Predict the reactants needed to synthesize the given product. (1) Given the product [Cl:1][C:2]1[N:3]=[CH:4][C:5]([C:6]([C:15]2[CH:16]=[CH:17][C:12]([O:11][CH3:10])=[CH:13][CH:14]=2)=[O:25])=[CH:8][CH:9]=1, predict the reactants needed to synthesize it. The reactants are: [Cl:1][C:2]1[CH:9]=[CH:8][C:5]([C:6]#N)=[CH:4][N:3]=1.[CH3:10][O:11][C:12]1[CH:17]=[CH:16][C:15]([Mg]Br)=[CH:14][CH:13]=1.[NH4+].[Cl-].C1C[O:25]CC1. (2) The reactants are: [F:1][C:2]1[C:7]([F:8])=[CH:6][C:5]([C:9]2[CH:14]=[CH:13][C:12]([O:15][CH2:16][C:17]3[CH:18]=[CH:19][C:20]4[O:24][N:23]=[C:22]([NH:25][CH2:26][CH2:27][O:28][CH3:29])[C:21]=4[CH:30]=3)=[CH:11][CH:10]=2)=[C:4]([O:31][CH3:32])[CH:3]=1.C[Si]([N-][Si](C)(C)C)(C)C.[Li+].[CH3:43][CH2:44][O:45][C:46]([CH2:48]Br)=[O:47]. Given the product [CH2:44]([O:45][C:46](=[O:47])[CH2:48][N:25]([C:22]1[C:21]2[CH:30]=[C:17]([CH2:16][O:15][C:12]3[CH:11]=[CH:10][C:9]([C:5]4[CH:6]=[C:7]([F:8])[C:2]([F:1])=[CH:3][C:4]=4[O:31][CH3:32])=[CH:14][CH:13]=3)[CH:18]=[CH:19][C:20]=2[O:24][N:23]=1)[CH2:26][CH2:27][O:28][CH3:29])[CH3:43], predict the reactants needed to synthesize it.